This data is from Experimentally validated miRNA-target interactions with 360,000+ pairs, plus equal number of negative samples. The task is: Binary Classification. Given a miRNA mature sequence and a target amino acid sequence, predict their likelihood of interaction. (1) The miRNA is hsa-miR-7977 with sequence UUCCCAGCCAACGCACCA. The protein sequence of the target gene is MSVVRSSVHARWIVGKVIGTKMQKTAKVRVTRLVLDPYLLKYFNKRKTYFAHDALQQCTVGDIVLLRALPVPRAKHVKHELAEIVFKVGKVIDPVTGKPCAGTTYLESPLSSETTQLSKNLEELNISSAQ. Result: 1 (interaction). (2) The miRNA is hsa-miR-3925-5p with sequence AAGAGAACUGAAAGUGGAGCCU. The protein sequence of the target gene is MTVEQNVLQQSAAQKHQQTFLNQLREITGINDTQILQQALKDSNGNLELAVAFLTAKNAKTPQQEETTYYQTALPGNDRYISVGSQADTNVIDLTGDDKDDLQRAIALSLAESNRAFRETGITDEEQAISRVLEASIAENKACLKRTPTEVWRDSRNPYDRKRQDKAPVGLKNVGNTCWFSAVIQSLFNLLEFRRLVLNYKPPSNAQDLPRNQKEHRNLPFMRELRYLFALLVGTKRKYVDPSRAVEILKDAFKSNDSQQQDVSEFTHKLLDWLEDAFQMKAEEETDEEKPKNPMVELFY.... Result: 1 (interaction). (3) The miRNA is mmu-miR-9-5p with sequence UCUUUGGUUAUCUAGCUGUAUGA. The protein sequence of the target gene is MMELPLCGRGLILSLIFLLLKLSAAEIPLSVQQVPTIVKQSYVQVAFPFDEYFQIECEAKGNPEPIFSWTKDDKPFDLSDPRIIAANNSGTFKIPNEGHISHFQGKYRCFASNRLGTAVSEEIEFIVPGVPKFPKEKIEPIDVEEGDSIVLPCNPPKGLPPLHIYWMNIELEHIEQDERVYMSQRGDLYFANVEENDSRNDYCCFAAFPKLRTIVQKMPMKLTVNSSNSIKQRKPKLLLPPAQMGSLSAKTVLKGDTLLLECFAEGLPTPHIQWSKPGSELPEGRATIEVHEKTLKIENI.... Result: 1 (interaction). (4) The miRNA is hsa-miR-3193 with sequence UCCUGCGUAGGAUCUGAGGAGU. The protein sequence of the target gene is MAASEAAAAAGSAALAAGARAVPAATTGAAAAASGPWVPPGPRLRGSRPRPAGATQQPAVPAPPAGELIQPSVSELSRAVRTNILCTVRGCGKILPNSPALNMHLVKSHRLQDGIVNPTIRKDLKTGPKFYCCPIEGCPRGPERPFSQFSLVKQHFMKMHAEKKHKCSKCSNSYGTEWDLKRHAEDCGKTFRCTCGCPYASRTALQSHIYRTGHEIPAEHRDPPSKKRKMENCAQNQKLSNKTIESLNNQPIPRPDTQELEASEIKLEPSFEDSCGSNTDKQTLTTPPRYPQKLLLPKPK.... Result: 0 (no interaction). (5) The miRNA is hsa-miR-6733-5p with sequence UGGGAAAGACAAACUCAGAGUU. The protein sequence of the target gene is MAVAVRALQEQLEKAKESLKNVDENIRKLTGRDPNDVRPIQARLLALSGPGGGRGRGSLLLRRGFSDSGGGPPAKQRDLEGAVSRLGGERRTRRESRQESDPEDDDVKKPALQSSVVATSKERTRDLIQDQNMDEKGKQRNRRIFGLLMGTLQKFKQESTVATERQKRRQEIEQKLEVQAEEERKQVENERRELFEERRAKQTELRLLEQKVELAQLQEEWNEHNAKIIKYIRTKTKPHLFYIPGRMCPATQKLIEESQRKMNALFEGRRIEFAEQINKMEARPRRQSMKEKEHQVVRNE.... Result: 0 (no interaction). (6) The miRNA is hsa-miR-4479 with sequence CGCGCGGCCGUGCUCGGAGCAG. The protein sequence of the target gene is MDNYTVAPDDEYDVLILDDYLDNSGPDQVPAPEFLSPQQVLQFCCAVFAVGLLDNVLAVFILVKYKGLKNLGNIYFLNLALSNLCFLLPLPFWAHTAAHGESPGNGTCKVLVGLHSSGLYSEVFSNILLLVQGYRVFSQGRLASIFTTVSCGIVACILAWAMATALSLPESVFYEPRMERQKHKCAFGKPHFLPIEAPLWKYVLTSKMIILVLAFPLLVFIICCRQLRRRQSFRERQYDLHKPALVITGVFLLMWAPYNTVLFLSAFQEHLSLQDEKSSYHLDASVQVTQLVATTHCCVN.... Result: 0 (no interaction).